This data is from Full USPTO retrosynthesis dataset with 1.9M reactions from patents (1976-2016). The task is: Predict the reactants needed to synthesize the given product. (1) Given the product [Cl:8][CH2:36][C:32]1[CH:31]=[C:30]([C:29]2[CH:28]=[CH:27][N:26]=[C:25]3[N:21]([S:18]([C:15]4[CH:16]=[CH:17][C:12]([CH3:38])=[CH:13][CH:14]=4)(=[O:20])=[O:19])[CH:22]=[CH:23][C:24]=23)[CH:35]=[CH:34][CH:33]=1, predict the reactants needed to synthesize it. The reactants are: BrC1C([Cl:8])=CN=C2NC=CC=12.[C:12]1([CH3:38])[CH:17]=[CH:16][C:15]([S:18]([N:21]2[C:25]3=[N:26][CH:27]=[CH:28][C:29]([C:30]4[CH:31]=[C:32]([CH2:36]O)[CH:33]=[CH:34][CH:35]=4)=[C:24]3[CH:23]=[CH:22]2)(=[O:20])=[O:19])=[CH:14][CH:13]=1.C([O-])([O-])=O.[K+].[K+].O1CCOCC1. (2) Given the product [O:37]=[S:6]1(=[O:36])[CH:7]([C:11]2[CH:16]=[CH:15][C:14]([CH2:17][CH2:18][NH:19][S:20]([C:23]3[CH:28]=[CH:27][C:26]([O:29][C:30]4[CH:31]=[CH:32][CH:33]=[CH:34][CH:35]=4)=[CH:25][CH:24]=3)(=[O:21])=[O:22])=[CH:13][CH:12]=2)[CH2:8][C:9](=[O:10])[NH:5]1, predict the reactants needed to synthesize it. The reactants are: C([N:5]1[C:9](=[O:10])[CH2:8][CH:7]([C:11]2[CH:16]=[CH:15][C:14]([CH2:17][CH2:18][NH:19][S:20]([C:23]3[CH:28]=[CH:27][C:26]([O:29][C:30]4[CH:35]=[CH:34][CH:33]=[CH:32][CH:31]=4)=[CH:25][CH:24]=3)(=[O:22])=[O:21])=[CH:13][CH:12]=2)[S:6]1(=[O:37])=[O:36])(C)(C)C. (3) Given the product [CH3:20][O:22][C:2]1[CH:10]=[CH:9][C:8]2[C:4](=[CH:5][N:6]([CH3:11])[N:7]=2)[C:3]=1[CH:12]1[CH2:14][CH:13]1[CH2:15][NH:16][C:17](=[O:19])[CH3:18], predict the reactants needed to synthesize it. The reactants are: Br[C:2]1[CH:10]=[CH:9][C:8]2[C:4](=[CH:5][N:6]([CH3:11])[N:7]=2)[C:3]=1[CH:12]1[CH2:14][CH:13]1[CH2:15][NH:16][C:17](=[O:19])[CH3:18].[C:20](OC)(=[O:22])C.